This data is from Forward reaction prediction with 1.9M reactions from USPTO patents (1976-2016). The task is: Predict the product of the given reaction. (1) Given the reactants [Cl:1][O-].[Na+].[Cl:4][C:5]1[N:10]=[CH:9][C:8]2[CH:11]=[N:12][NH:13][C:7]=2[CH:6]=1.O.S([O-])([O-])=O.[Na+].[Na+], predict the reaction product. The product is: [Cl:1][C:11]1[C:8]2[CH:9]=[N:10][C:5]([Cl:4])=[CH:6][C:7]=2[NH:13][N:12]=1. (2) Given the reactants [NH2:1][C:2]1[CH:3]=[N:4][CH:5]=[CH:6][C:7]=1[C:8]([O:10][CH3:11])=[O:9].OO.[O-]S([O-])(=S)=O.[Na+].[Na+].[ClH:21], predict the reaction product. The product is: [NH2:1][C:2]1[C:3]([Cl:21])=[N:4][CH:5]=[CH:6][C:7]=1[C:8]([O:10][CH3:11])=[O:9]. (3) Given the reactants I[C:2]1[C:10]2[C:5](=[N:6][CH:7]=[C:8]([C:11]3[CH:16]=[C:15]([O:17][CH3:18])[C:14]([O:19][CH3:20])=[C:13]([O:21][CH3:22])[CH:12]=3)[N:9]=2)[N:4]([Si](C(C)C)(C(C)C)C(C)C)[CH:3]=1.CON(C)[C:36]([C:38]1([CH3:44])[CH2:43][CH2:42][O:41][CH2:40][CH2:39]1)=[O:37], predict the reaction product. The product is: [CH3:44][C:38]1([C:36]([C:2]2[C:10]3[C:5](=[N:6][CH:7]=[C:8]([C:11]4[CH:12]=[C:13]([O:21][CH3:22])[C:14]([O:19][CH3:20])=[C:15]([O:17][CH3:18])[CH:16]=4)[N:9]=3)[NH:4][CH:3]=2)=[O:37])[CH2:43][CH2:42][O:41][CH2:40][CH2:39]1. (4) Given the reactants [H-].[Na+].[I:3][C:4]1[CH:5]=[N:6][NH:7][CH:8]=1.I[CH:10]([CH3:12])[CH3:11], predict the reaction product. The product is: [I:3][C:4]1[CH:5]=[N:6][N:7]([CH:10]([CH3:12])[CH3:11])[CH:8]=1. (5) Given the reactants [CH3:1][N:2]([CH3:26])[C:3]([C@H:5]1[NH:9][CH2:8][C@@H:7]([S:10][C:11]2[CH:17]([CH3:18])[CH:16]3[N:13]([C:14](=[O:22])[CH:15]3[C@H:19]([OH:21])[CH3:20])[C:12]=2[C:23]([OH:25])=[O:24])[CH2:6]1)=[O:4], predict the reaction product. The product is: [CH3:26][N:2]([CH3:1])[C:3]([C@H:5]1[NH:9][CH2:8][C@@H:7]([S:10][C:11]2[C@H:17]([CH3:18])[C@H:16]3[N:13]([C:14](=[O:22])[C@@H:15]3[C@H:19]([OH:21])[CH3:20])[C:12]=2[C:23]([OH:25])=[O:24])[CH2:6]1)=[O:4]. (6) Given the reactants C(OC(=O)C[CH:6]([C:16]1[CH:21]=[CH:20][C:19]([C:22]([F:25])([F:24])[F:23])=[CH:18][CH:17]=1)[C:7]([C:9]1[CH:14]=[CH:13][N:12]=[CH:11][C:10]=1[Cl:15])=O)C.[NH2:27][NH2:28].[C:29]([OH:34])(CC)(C)[CH3:30], predict the reaction product. The product is: [Cl:15][C:10]1[CH:11]=[N:12][CH:13]=[CH:14][C:9]=1[CH:7]1[C:6]([C:16]2[CH:17]=[CH:18][C:19]([C:22]([F:23])([F:24])[F:25])=[CH:20][CH:21]=2)=[N:28][NH:27][C:29](=[O:34])[CH2:30]1. (7) The product is: [CH3:1][N:2]1[C:10]2[C:5](=[CH:6][CH:7]=[CH:8][CH:9]=2)[C:4](/[CH:19]=[CH:20]/[C:21]([O:23][CH3:24])=[O:22])=[C:3]1[C:11]1[CH:16]=[CH:15][CH:14]=[CH:13][CH:12]=1. Given the reactants [CH3:1][N:2]1[C:10]2[C:5](=[CH:6][CH:7]=[CH:8][CH:9]=2)[CH:4]=[C:3]1[C:11]1[CH:16]=[CH:15][CH:14]=[CH:13][CH:12]=1.CO/[CH:19]=[CH:20]/[C:21]([O:23][CH3:24])=[O:22].P(Cl)(Cl)(Cl)=O, predict the reaction product.